Predict which catalyst facilitates the given reaction. From a dataset of Catalyst prediction with 721,799 reactions and 888 catalyst types from USPTO. (1) Reactant: [Br:1][C:2]1[CH:3]=[CH:4][C:5]([NH:8][C:9]([O:11][C:12]([CH3:15])([CH3:14])[CH3:13])=[O:10])=[N:6][CH:7]=1.[H-].[Na+].Br[CH2:19][C:20]([O:22][CH3:23])=[O:21]. Product: [Br:1][C:2]1[CH:3]=[CH:4][C:5]([N:8]([C:9]([O:11][C:12]([CH3:15])([CH3:14])[CH3:13])=[O:10])[CH2:19][C:20]([O:22][CH3:23])=[O:21])=[N:6][CH:7]=1. The catalyst class is: 3. (2) Reactant: N1C=CC=CC=1.[N:7]12[CH2:14][CH2:13][CH:10]([CH2:11][CH2:12]1)[CH:9]([CH2:15][C:16]1[CH:21]=[C:20]([F:22])[CH:19]=[CH:18][C:17]=1[S:23](Cl)(=[O:25])=[O:24])[CH2:8]2.[NH2:27][C:28]1[C:37]([C:38]([O:40][CH3:41])=[O:39])=[C:36]2[C:31]([C@H:32]3[CH2:42][C@H:33]3[CH2:34][O:35]2)=[CH:30][CH:29]=1. Product: [N:7]12[CH2:14][CH2:13][CH:10]([CH2:11][CH2:12]1)[CH:9]([CH2:15][C:16]1[CH:21]=[C:20]([F:22])[CH:19]=[CH:18][C:17]=1[S:23]([NH:27][C:28]1[C:37]([C:38]([O:40][CH3:41])=[O:39])=[C:36]3[C:31]([C@H:32]4[CH2:42][C@H:33]4[CH2:34][O:35]3)=[CH:30][CH:29]=1)(=[O:25])=[O:24])[CH2:8]2. The catalyst class is: 2. (3) Reactant: [CH3:1][N:2]1[CH2:7][CH2:6][NH:5][CH2:4][CH:3]1[CH3:8].F[C:10]1[CH:20]=[CH:19][C:13]([C:14]([O:16][CH2:17][CH3:18])=[O:15])=[CH:12][CH:11]=1. Product: [CH3:8][CH:3]1[N:2]([CH3:1])[CH2:7][CH2:6][N:5]([C:10]2[CH:20]=[CH:19][C:13]([C:14]([O:16][CH2:17][CH3:18])=[O:15])=[CH:12][CH:11]=2)[CH2:4]1. The catalyst class is: 44. (4) Reactant: [ClH:1].[N:2]1([C:7]([NH2:9])=[NH:8])[CH:6]=[CH:5]C=N1.NCC[NH:13][C:14]([O:16][C:17]([CH3:20])([CH3:19])[CH3:18])=[O:15]. Product: [ClH:1].[C:7]([NH:2][CH2:6][CH2:5][NH:13][C:14]([O:16][C:17]([CH3:20])([CH3:19])[CH3:18])=[O:15])(=[NH:8])[NH2:9]. The catalyst class is: 23. (5) Reactant: [F:1][C:2]1[CH:7]=[CH:6][C:5]([C:8]2[CH:13]=[CH:12][N:11]=[CH:10][C:9]=2[N:14]([CH3:34])[C:15]([C:17]2[CH:18]=[C:19](SCCC(OC)=O)[CH:20]=[C:21]([C:23]([F:26])([F:25])[F:24])[CH:22]=2)=[O:16])=[C:4]([O:35][CH3:36])[CH:3]=1.O[O:38][S:39]([O-:41])=O.[K+].[NH4+].[Cl-].C[CH2:46][O:47][C:48]([CH3:50])=[O:49].[CH3:51]O. Product: [CH3:46][O:47][C:48](=[O:49])[CH2:50][CH2:51][S:39]([C:19]1[CH:20]=[C:21]([C:23]([F:26])([F:25])[F:24])[CH:22]=[C:17]([C:15](=[O:16])[N:14]([C:9]2[CH:10]=[N:11][CH:12]=[CH:13][C:8]=2[C:5]2[CH:6]=[CH:7][C:2]([F:1])=[CH:3][C:4]=2[O:35][CH3:36])[CH3:34])[CH:18]=1)(=[O:41])=[O:38]. The catalyst class is: 6. (6) Reactant: [NH2:1][C:2]1[CH:7]=[CH:6][N:5]=[CH:4][CH:3]=1.[CH2:8]([O:10][C:11]1[C:12](=O)[C:13](=[O:18])[C:14]=1[O:15]CC)[CH3:9]. Product: [CH2:8]([O:10][C:11]1[C:14](=[O:15])[C:13](=[O:18])[C:12]=1[NH:1][C:2]1[CH:7]=[CH:6][N:5]=[CH:4][CH:3]=1)[CH3:9]. The catalyst class is: 8.